This data is from NCI-60 drug combinations with 297,098 pairs across 59 cell lines. The task is: Regression. Given two drug SMILES strings and cell line genomic features, predict the synergy score measuring deviation from expected non-interaction effect. (1) Drug 1: C1=CC(=C2C(=C1NCCNCCO)C(=O)C3=C(C=CC(=C3C2=O)O)O)NCCNCCO. Drug 2: CC1CCC2CC(C(=CC=CC=CC(CC(C(=O)C(C(C(=CC(C(=O)CC(OC(=O)C3CCCCN3C(=O)C(=O)C1(O2)O)C(C)CC4CCC(C(C4)OC)OCCO)C)C)O)OC)C)C)C)OC. Cell line: UO-31. Synergy scores: CSS=35.2, Synergy_ZIP=-5.16, Synergy_Bliss=-0.0566, Synergy_Loewe=5.86, Synergy_HSA=6.65. (2) Drug 1: CS(=O)(=O)C1=CC(=C(C=C1)C(=O)NC2=CC(=C(C=C2)Cl)C3=CC=CC=N3)Cl. Drug 2: C1CCC(C1)C(CC#N)N2C=C(C=N2)C3=C4C=CNC4=NC=N3. Cell line: SNB-75. Synergy scores: CSS=-2.00, Synergy_ZIP=2.88, Synergy_Bliss=2.58, Synergy_Loewe=-1.71, Synergy_HSA=-1.49. (3) Drug 1: C1=CC(=CC=C1CCC2=CNC3=C2C(=O)NC(=N3)N)C(=O)NC(CCC(=O)O)C(=O)O. Drug 2: C1CC(C1)(C(=O)O)C(=O)O.[NH2-].[NH2-].[Pt+2]. Cell line: MDA-MB-435. Synergy scores: CSS=15.8, Synergy_ZIP=-3.71, Synergy_Bliss=-1.92, Synergy_Loewe=-34.5, Synergy_HSA=-1.36. (4) Drug 1: CC1=C(C(=CC=C1)Cl)NC(=O)C2=CN=C(S2)NC3=CC(=NC(=N3)C)N4CCN(CC4)CCO. Drug 2: C1CCC(C(C1)N)N.C(=O)(C(=O)[O-])[O-].[Pt+4]. Cell line: SNB-75. Synergy scores: CSS=15.7, Synergy_ZIP=-4.90, Synergy_Bliss=-1.43, Synergy_Loewe=-15.2, Synergy_HSA=-0.327. (5) Drug 1: C1=C(C(=O)NC(=O)N1)F. Drug 2: C(CN)CNCCSP(=O)(O)O. Cell line: BT-549. Synergy scores: CSS=26.9, Synergy_ZIP=1.64, Synergy_Bliss=1.84, Synergy_Loewe=-6.86, Synergy_HSA=1.61. (6) Drug 1: CCC1(CC2CC(C3=C(CCN(C2)C1)C4=CC=CC=C4N3)(C5=C(C=C6C(=C5)C78CCN9C7C(C=CC9)(C(C(C8N6C)(C(=O)OC)O)OC(=O)C)CC)OC)C(=O)OC)O.OS(=O)(=O)O. Drug 2: CN1C2=C(C=C(C=C2)N(CCCl)CCCl)N=C1CCCC(=O)O.Cl. Cell line: NCI-H322M. Synergy scores: CSS=0.967, Synergy_ZIP=-0.212, Synergy_Bliss=0.0813, Synergy_Loewe=-0.840, Synergy_HSA=-0.725. (7) Drug 1: CC1=C2C(C(=O)C3(C(CC4C(C3C(C(C2(C)C)(CC1OC(=O)C(C(C5=CC=CC=C5)NC(=O)OC(C)(C)C)O)O)OC(=O)C6=CC=CC=C6)(CO4)OC(=O)C)OC)C)OC. Drug 2: CS(=O)(=O)OCCCCOS(=O)(=O)C. Cell line: LOX IMVI. Synergy scores: CSS=20.6, Synergy_ZIP=-9.61, Synergy_Bliss=-10.2, Synergy_Loewe=-19.0, Synergy_HSA=-6.99.